This data is from Peptide-MHC class I binding affinity with 185,985 pairs from IEDB/IMGT. The task is: Regression. Given a peptide amino acid sequence and an MHC pseudo amino acid sequence, predict their binding affinity value. This is MHC class I binding data. (1) The peptide sequence is SISSVLTILY. The MHC is HLA-A11:01 with pseudo-sequence HLA-A11:01. The binding affinity (normalized) is 0.568. (2) The peptide sequence is QVNDVLHSV. The MHC is HLA-A02:01 with pseudo-sequence HLA-A02:01. The binding affinity (normalized) is 0.657. (3) The peptide sequence is IAVAARSTL. The MHC is HLA-B07:02 with pseudo-sequence HLA-B07:02. The binding affinity (normalized) is 0.469. (4) The peptide sequence is FVKKMLPKI. The MHC is HLA-A02:01 with pseudo-sequence HLA-A02:01. The binding affinity (normalized) is 0.260. (5) The MHC is HLA-A01:01 with pseudo-sequence HLA-A01:01. The binding affinity (normalized) is 0. The peptide sequence is QNGALAINTF. (6) The peptide sequence is GIKNLKSLLL. The MHC is HLA-A68:02 with pseudo-sequence HLA-A68:02. The binding affinity (normalized) is 0.692. (7) The peptide sequence is LPFMSDMS. The MHC is H-2-Kb with pseudo-sequence H-2-Kb. The binding affinity (normalized) is 0.136. (8) The peptide sequence is IPLTEEAEL. The MHC is HLA-A02:02 with pseudo-sequence HLA-A02:02. The binding affinity (normalized) is 0.